From a dataset of Forward reaction prediction with 1.9M reactions from USPTO patents (1976-2016). Predict the product of the given reaction. (1) Given the reactants [NH:1]1[CH2:4][CH:3]([NH:5][C:6]2[N:11]=[CH:10][CH:9]=[CH:8][N:7]=2)[CH2:2]1.[F:12][C:13]1[CH:21]=[CH:20][C:19]([CH:22]=[O:23])=[CH:18][C:14]=1[C:15](O)=[O:16].F[P-](F)(F)(F)(F)F.N1(OC(N(C)C)=[N+](C)C)C2C=CC=CC=2N=N1.C(N(CC)C(C)C)(C)C, predict the reaction product. The product is: [F:12][C:13]1[CH:21]=[CH:20][C:19]([CH:22]=[O:23])=[CH:18][C:14]=1[C:15]([N:1]1[CH2:4][CH:3]([NH:5][C:6]2[N:7]=[CH:8][CH:9]=[CH:10][N:11]=2)[CH2:2]1)=[O:16]. (2) Given the reactants [F:1][C:2]1[CH:10]=[CH:9][CH:8]=[C:7]([NH:11][C:12]2[N:17]=[C:16]([NH:18][C:19]3[CH:27]=[C:26]4[C:22]([CH2:23][CH2:24][NH:25]4)=[CH:21][C:20]=3[O:28][CH3:29])[NH:15][C:14]3=[N:30][CH:31]=[CH:32][C:13]=23)[C:3]=1[C:4]([NH2:6])=[O:5].Br[CH2:34][C:35](Cl)=[O:36].[CH3:38][NH2:39], predict the reaction product. The product is: [F:1][C:2]1[CH:10]=[CH:9][CH:8]=[C:7]([NH:11][C:12]2[N:17]=[C:16]([NH:18][C:19]3[CH:27]=[C:26]4[C:22]([CH2:23][CH2:24][N:25]4[C:35](=[O:36])[CH2:34][NH:39][CH3:38])=[CH:21][C:20]=3[O:28][CH3:29])[NH:15][C:14]3=[N:30][CH:31]=[CH:32][C:13]=23)[C:3]=1[C:4]([NH2:6])=[O:5].